Dataset: NCI-60 drug combinations with 297,098 pairs across 59 cell lines. Task: Regression. Given two drug SMILES strings and cell line genomic features, predict the synergy score measuring deviation from expected non-interaction effect. Drug 1: C1CN(CCN1C(=O)CCBr)C(=O)CCBr. Drug 2: C1C(C(OC1N2C=NC(=NC2=O)N)CO)O. Cell line: SF-539. Synergy scores: CSS=56.0, Synergy_ZIP=0.191, Synergy_Bliss=-4.80, Synergy_Loewe=-10.7, Synergy_HSA=-9.88.